This data is from Full USPTO retrosynthesis dataset with 1.9M reactions from patents (1976-2016). The task is: Predict the reactants needed to synthesize the given product. (1) Given the product [ClH:27].[CH3:26][O:25][C:22]1[CH:21]=[CH:20][C:19]([C:16]2[N:15]=[C:14]([CH:10]3[CH2:11][CH2:12][CH2:13][NH:8][CH2:9]3)[O:18][N:17]=2)=[CH:24][CH:23]=1, predict the reactants needed to synthesize it. The reactants are: C(OC([N:8]1[CH2:13][CH2:12][CH2:11][CH:10]([C:14]2[O:18][N:17]=[C:16]([C:19]3[CH:24]=[CH:23][C:22]([O:25][CH3:26])=[CH:21][CH:20]=3)[N:15]=2)[CH2:9]1)=O)(C)(C)C.[ClH:27]. (2) Given the product [CH:4]1[C:3]2[CH2:2][CH2:1][C:15]3[CH:14]=[CH:13][CH:12]=[CH:11][C:10]=3[CH:9]([N:16]3[CH2:17][CH2:18][N:19]([S:32]([CH2:31][C:26]4[CH:27]=[CH:28][CH:29]=[CH:30][C:25]=4[N+:22]([O-:24])=[O:23])(=[O:33])=[O:34])[CH2:20][CH2:21]3)[C:8]=2[CH:7]=[CH:6][CH:5]=1, predict the reactants needed to synthesize it. The reactants are: [CH2:1]1[C:15]2[C:10](=[CH:11][CH:12]=[CH:13][CH:14]=2)[CH:9]([N:16]2[CH2:21][CH2:20][NH:19][CH2:18][CH2:17]2)[C:8]2[C:3](=[CH:4][CH:5]=[CH:6][CH:7]=2)[CH2:2]1.[N+:22]([C:25]1[CH:30]=[CH:29][CH:28]=[CH:27][C:26]=1[CH2:31][S:32](Cl)(=[O:34])=[O:33])([O-:24])=[O:23].C(N(CC)CC)C. (3) Given the product [Cl:14][C:2]1[C:3]([C:9](=[O:15])[CH3:11])=[N:4][CH:5]=[C:6]([Cl:8])[CH:7]=1, predict the reactants needed to synthesize it. The reactants are: Cl[C:2]1[C:3]([C:9]#N)=[N:4][CH:5]=[C:6]([Cl:8])[CH:7]=1.[CH3:11][Mg]Br.[ClH:14].[OH2:15]. (4) Given the product [CH3:14][C:11]1([CH3:13])[O:12][C:8]([C:5]2[CH:6]=[CH:7][C:2]([NH:1][C:35](=[O:36])[CH3:34])=[CH:3][CH:4]=2)=[C:9]([C:16]2[CH:21]=[CH:20][C:19]([O:22][CH2:23][C:24]3[CH:33]=[CH:32][C:31]4[C:26](=[CH:27][CH:28]=[CH:29][CH:30]=4)[N:25]=3)=[CH:18][CH:17]=2)[C:10]1=[O:15], predict the reactants needed to synthesize it. The reactants are: [NH2:1][C:2]1[CH:7]=[CH:6][C:5]([C:8]2[O:12][C:11]([CH3:14])([CH3:13])[C:10](=[O:15])[C:9]=2[C:16]2[CH:21]=[CH:20][C:19]([O:22][CH2:23][C:24]3[CH:33]=[CH:32][C:31]4[C:26](=[CH:27][CH:28]=[CH:29][CH:30]=4)[N:25]=3)=[CH:18][CH:17]=2)=[CH:4][CH:3]=1.[CH3:34][C:35](OC(C)=O)=[O:36]. (5) Given the product [C:1]([O:5][C:6]([N:8]1[CH2:12][CH2:11][C:10]([CH2:16][NH:17][C:18]([O:20][CH2:21][C:22]2[CH:27]=[CH:26][CH:25]=[CH:24][CH:23]=2)=[O:19])([C:13](=[O:15])[NH:58][C:52]2[CH:57]=[CH:56][CH:55]=[CH:54][CH:53]=2)[CH2:9]1)=[O:7])([CH3:3])([CH3:2])[CH3:4], predict the reactants needed to synthesize it. The reactants are: [C:1]([O:5][C:6]([N:8]1[CH2:12][CH2:11][C:10]([CH2:16][NH:17][C:18]([O:20][CH2:21][C:22]2[CH:27]=[CH:26][CH:25]=[CH:24][CH:23]=2)=[O:19])([C:13]([OH:15])=O)[CH2:9]1)=[O:7])([CH3:4])([CH3:3])[CH3:2].O=C1N(P(Cl)(N2CCOC2=O)=O)CCO1.CCN(C(C)C)C(C)C.[C:52]1([NH2:58])[CH:57]=[CH:56][CH:55]=[CH:54][CH:53]=1. (6) Given the product [CH3:27][C:22]1([CH3:28])[C:23]([CH3:26])([CH3:25])[O:24][B:20]([C:2]2[CH:3]=[C:4]3[C:9](=[CH:10][CH:11]=2)[CH2:8][CH:7]([NH:12][C:13](=[O:19])[O:14][C:15]([CH3:18])([CH3:17])[CH3:16])[CH2:6][CH2:5]3)[O:21]1, predict the reactants needed to synthesize it. The reactants are: Br[C:2]1[CH:3]=[C:4]2[C:9](=[CH:10][CH:11]=1)[CH2:8][CH:7]([NH:12][C:13](=[O:19])[O:14][C:15]([CH3:18])([CH3:17])[CH3:16])[CH2:6][CH2:5]2.[B:20]1([B:20]2[O:24][C:23]([CH3:26])([CH3:25])[C:22]([CH3:28])([CH3:27])[O:21]2)[O:24][C:23]([CH3:26])([CH3:25])[C:22]([CH3:28])([CH3:27])[O:21]1.C([O-])(=O)C.[K+].